Dataset: Forward reaction prediction with 1.9M reactions from USPTO patents (1976-2016). Task: Predict the product of the given reaction. (1) Given the reactants C(OC(=O)[NH:7][CH2:8][CH2:9][CH2:10][NH:11][C:12]1[N:17]=[C:16]([C:18]2[N:22]3[CH:23]=[CH:24][CH:25]=[CH:26][C:21]3=[N:20][C:19]=2[C:27]2[CH:32]=[CH:31][CH:30]=[C:29]([CH3:33])[N:28]=2)[CH:15]=[CH:14][N:13]=1)(C)(C)C.C(Cl)Cl.C(O)(C(F)(F)F)=O, predict the reaction product. The product is: [CH3:33][C:29]1[N:28]=[C:27]([C:19]2[N:20]=[C:21]3[CH:26]=[CH:25][CH:24]=[CH:23][N:22]3[C:18]=2[C:16]2[CH:15]=[CH:14][N:13]=[C:12]([NH:11][CH2:10][CH2:9][CH2:8][NH2:7])[N:17]=2)[CH:32]=[CH:31][CH:30]=1. (2) Given the reactants [CH3:1][O:2][C:3]1[C:11]2[O:10][CH:9]=[C:8]([CH2:12][O:13][C:14]3[CH:22]=[CH:21][CH:20]=[C:19]4[C:15]=3[CH:16]=[C:17]([C:23]([OH:25])=O)[NH:18]4)[C:7]=2[CH:6]=[CH:5][CH:4]=1.Cl.Cl.Cl.[NH2:29][CH:30]1[CH2:35][CH2:34][N:33]([CH2:36][C@@H:37]([N:39]2[CH2:44][CH2:43][C@H:42]([OH:45])[C@@H:41]([CH3:46])[CH2:40]2)[CH3:38])[CH2:32][CH2:31]1, predict the reaction product. The product is: [OH:45][C@H:42]1[CH2:43][CH2:44][N:39]([C@@H:37]([CH3:38])[CH2:36][N:33]2[CH2:32][CH2:31][CH:30]([NH:29][C:23]([C:17]3[NH:18][C:19]4[C:15]([CH:16]=3)=[C:14]([O:13][CH2:12][C:8]3[C:7]5[CH:6]=[CH:5][CH:4]=[C:3]([O:2][CH3:1])[C:11]=5[O:10][CH:9]=3)[CH:22]=[CH:21][CH:20]=4)=[O:25])[CH2:35][CH2:34]2)[CH2:40][C@@H:41]1[CH3:46]. (3) Given the reactants [NH2:1][C:2]1[CH:3]=[C:4]2[C:8](=[CH:9][C:10]=1[NH2:11])[N:7]([CH2:12][CH3:13])[C:6](=[O:14])[C:5]2([CH3:16])[CH3:15].C(O[C:20]([C:22]1[C:26]2[CH2:27][N:28]([CH2:31][C:32]3[CH:37]=[CH:36][CH:35]=[CH:34][CH:33]=3)[CH2:29][CH2:30][C:25]=2[NH:24][N:23]=1)=O)C.O=P12OP3(OP(OP(O3)(O1)=O)(=O)O2)=O, predict the reaction product. The product is: [CH2:31]([N:28]1[CH2:29][CH2:30][C:25]2[NH:24][N:23]=[C:22]([C:20]3[NH:11][C:10]4[C:2]([N:1]=3)=[CH:3][C:4]3[C:5]([CH3:15])([CH3:16])[C:6](=[O:14])[N:7]([CH2:12][CH3:13])[C:8]=3[CH:9]=4)[C:26]=2[CH2:27]1)[C:32]1[CH:33]=[CH:34][CH:35]=[CH:36][CH:37]=1.